From a dataset of Forward reaction prediction with 1.9M reactions from USPTO patents (1976-2016). Predict the product of the given reaction. (1) Given the reactants [C:1]1([CH3:9])[C:2]([CH:7]=O)=[CH:3][CH:4]=[CH:5][CH:6]=1.C([O-])(=O)C.[NH4+].[N+:15]([CH3:18])([O-:17])=[O:16], predict the reaction product. The product is: [CH3:9][C:1]1[CH:6]=[CH:5][CH:4]=[CH:3][C:2]=1[CH:7]=[CH:18][N+:15]([O-:17])=[O:16]. (2) Given the reactants FC(F)(F)C1C=C(NC(=O)NC2C=CC(C3SC(CCC(OC)=O)=NC=3)=CC=2)C=CC=1.[NH2:32][C:33]1[CH:38]=[CH:37][C:36]([C:39]2[S:43][C:42]([CH:44]3[CH2:49][CH2:48][CH:47]([C:50]([O:52][CH3:53])=[O:51])[CH2:46][CH2:45]3)=[N:41][CH:40]=2)=[CH:35][CH:34]=1.[N:54]([C:57]1[CH:62]=[CH:61][CH:60]=[CH:59][C:58]=1[F:63])=[C:55]=[O:56], predict the reaction product. The product is: [F:63][C:58]1[CH:59]=[CH:60][CH:61]=[CH:62][C:57]=1[NH:54][C:55](=[O:56])[NH:32][C:33]1[CH:34]=[CH:35][C:36]([C:39]2[S:43][C:42]([CH:44]3[CH2:45][CH2:46][CH:47]([C:50]([O:52][CH3:53])=[O:51])[CH2:48][CH2:49]3)=[N:41][CH:40]=2)=[CH:37][CH:38]=1. (3) Given the reactants [N:1]1[CH:6]=[CH:5][CH:4]=[CH:3][C:2]=1[CH2:7][N:8]([CH2:18][C:19]1[CH:41]=[CH:40][C:22]([C:23]([N:25]2[CH2:29][CH2:28][CH2:27][N:26]2C(OCC2C=CC=CC=2)=O)=[O:24])=[CH:21][CH:20]=1)[S:9]([C:12]1[CH:17]=[CH:16][CH:15]=[CH:14][CH:13]=1)(=[O:11])=[O:10], predict the reaction product. The product is: [N:25]1([C:23]([C:22]2[CH:40]=[CH:41][C:19]([CH2:18][N:8]([CH2:7][C:2]3[CH:3]=[CH:4][CH:5]=[CH:6][N:1]=3)[S:9]([C:12]3[CH:17]=[CH:16][CH:15]=[CH:14][CH:13]=3)(=[O:11])=[O:10])=[CH:20][CH:21]=2)=[O:24])[CH2:29][CH2:28][CH2:27][NH:26]1.